From a dataset of Catalyst prediction with 721,799 reactions and 888 catalyst types from USPTO. Predict which catalyst facilitates the given reaction. (1) Reactant: [NH2:1][C@H:2]1[C:10]2[C:5](=[CH:6][CH:7]=[CH:8][CH:9]=2)[CH2:4][C@@H:3]1[NH:11][C:12]([C:14]1[NH:18][C:17]2[C:19]([Cl:23])=[C:20]([Cl:22])[S:21][C:16]=2[CH:15]=1)=[O:13].CCN(CC)CC.[CH3:31][N:32]1[CH2:37][CH2:36][N:35]([C:38](Cl)=[O:39])[CH2:34][CH2:33]1. Product: [Cl:22][C:20]1[S:21][C:16]2[CH:15]=[C:14]([C:12]([NH:11][C@H:3]3[CH2:4][C:5]4[C:10](=[CH:9][CH:8]=[CH:7][CH:6]=4)[C@@H:2]3[NH:1][C:38]([N:35]3[CH2:36][CH2:37][N:32]([CH3:31])[CH2:33][CH2:34]3)=[O:39])=[O:13])[NH:18][C:17]=2[C:19]=1[Cl:23]. The catalyst class is: 2. (2) Reactant: [H-].[Na+].[N:3]1[CH:8]=[CH:7][CH:6]=[C:5]([OH:9])[CH:4]=1.[CH2:10]([O:12][C:13](=[O:18])[C:14](Br)([F:16])[F:15])[CH3:11]. Product: [CH2:10]([O:12][C:13](=[O:18])[C:14]([F:16])([F:15])[O:9][C:5]1[CH:4]=[N:3][CH:8]=[CH:7][CH:6]=1)[CH3:11]. The catalyst class is: 27. (3) Reactant: [CH2:1]([O:3][C:4]1[CH:12]=[C:11]2[C:7]([CH:8]=[CH:9][NH:10]2)=[CH:6][C:5]=1[O:13][C:14]1[CH:19]=[CH:18][N:17]=[C:16]([NH:20]C(=O)C)[CH:15]=1)[CH3:2].[OH-].[Na+].O.C(OCC)(=O)C. Product: [CH2:1]([O:3][C:4]1[CH:12]=[C:11]2[C:7]([CH:8]=[CH:9][NH:10]2)=[CH:6][C:5]=1[O:13][C:14]1[CH:19]=[CH:18][N:17]=[C:16]([NH2:20])[CH:15]=1)[CH3:2]. The catalyst class is: 5. (4) Reactant: CC(OC(/N=N/C(OC(C)C)=O)=O)C.[Br:15][C:16]1[CH:17]=[C:18]([Cl:27])[CH:19]=[C:20]2[C:25]=1[O:24][CH2:23][CH2:22][CH:21]2[OH:26].O[C:29]1[CH:34]=[CH:33][CH:32]=[CH:31][C:30]=1[CH2:35][C:36]([O:38][C:39]([CH3:42])([CH3:41])[CH3:40])=[O:37].C1C=CC(P(C2C=CC=CC=2)C2C=CC=CC=2)=CC=1.[NH4+].[Cl-]. Product: [Br:15][C:16]1[CH:17]=[C:18]([Cl:27])[CH:19]=[C:20]2[C:25]=1[O:24][CH2:23][CH2:22][CH:21]2[O:26][C:29]1[CH:34]=[CH:33][CH:32]=[CH:31][C:30]=1[CH2:35][C:36]([O:38][C:39]([CH3:42])([CH3:41])[CH3:40])=[O:37]. The catalyst class is: 1. (5) Reactant: [F:1][C:2]([F:7])([F:6])[C:3]([OH:5])=[O:4].[N:8]1([C:14]2[CH:19]=[C:18]([C:20]3[CH:25]=[CH:24][CH:23]=[C:22](C(F)(F)F)[CH:21]=3)[N:17]=[C:16]([C:30]#[N:31])[N:15]=2)[CH2:13][CH2:12][NH:11][CH2:10][CH2:9]1.[CH:32]1([CH:35]=O)[CH2:34][CH2:33]1.C(O)(=O)C.C([BH3-])#N. Product: [F:1][C:2]([F:7])([F:6])[C:3]([OH:5])=[O:4].[CH:32]1([CH2:35][N:11]2[CH2:10][CH2:9][N:8]([C:14]3[CH:19]=[C:18]([C:20]4[CH:25]=[CH:24][CH:23]=[CH:22][C:21]=4[C:2]([F:7])([F:6])[F:1])[N:17]=[C:16]([C:30]#[N:31])[N:15]=3)[CH2:13][CH2:12]2)[CH2:34][CH2:33]1. The catalyst class is: 5. (6) Reactant: [Cl:1][C:2]1[S:3][C:4]([C:7](N(OC)C)=[O:8])=[CH:5][N:6]=1.[CH3:13][Mg]Cl. Product: [Cl:1][C:2]1[S:3][C:4]([C:7](=[O:8])[CH3:13])=[CH:5][N:6]=1. The catalyst class is: 1.